This data is from Forward reaction prediction with 1.9M reactions from USPTO patents (1976-2016). The task is: Predict the product of the given reaction. (1) Given the reactants Br[C:2]1[CH:3]=[C:4]2[C:8](=CC=1)[NH:7]C=[CH:5]2.C([O-])([O-])=O.[K+].[K+].IC.[CH3:19][N:20]1[C:24](=O)[CH2:23][CH2:22][CH2:21]1, predict the reaction product. The product is: [CH3:19][N:20]1[C:24]2[C:23](=[CH:5][C:4]([C:8]#[N:7])=[CH:3][CH:2]=2)[CH:22]=[CH:21]1. (2) The product is: [CH2:45]([N:11]([CH2:10][CH2:9][O:8][Si:1]([C:4]([CH3:6])([CH3:7])[CH3:5])([CH3:2])[CH3:3])[C:12]([C:14]1[C:19]([O:20][CH2:21][C:22]2[CH:23]=[CH:24][CH:25]=[CH:26][CH:27]=2)=[C:18]([OH:28])[N:17]=[C:16]([CH2:29][C:30]2([C:35]3[C:44]4[C:39](=[CH:40][CH:41]=[CH:42][CH:43]=4)[CH:38]=[CH:37][CH:36]=3)[CH2:31][CH2:32][CH2:33][CH2:34]2)[N:15]=1)=[O:13])[C:47]1[CH:52]=[CH:51][CH:50]=[CH:49][CH:48]=1. Given the reactants [Si:1]([O:8][CH2:9][CH2:10][N:11]([CH3:45])[C:12]([C:14]1[C:19]([O:20][CH2:21][C:22]2[CH:27]=[CH:26][CH:25]=[CH:24][CH:23]=2)=[C:18]([OH:28])[N:17]=[C:16]([CH2:29][C:30]2([C:35]3[C:44]4[C:39](=[CH:40][CH:41]=[CH:42][CH:43]=4)[CH:38]=[CH:37][CH:36]=3)[CH2:34][CH2:33][CH2:32][CH2:31]2)[N:15]=1)=[O:13])([C:4]([CH3:7])([CH3:6])[CH3:5])([CH3:3])[CH3:2].C(OC1C(C(O)=O)=NC(CC2([C:47]3[C:52]4[C:51](=CC=CC=4)[CH:50]=[CH:49][CH:48]=3)CCCC2)=NC=1O)[C:47]1[CH:52]=[CH:51][CH:50]=[CH:49][CH:48]=1.C(NCCO[Si](C(C)(C)C)(C)C)C1C=CC=CC=1, predict the reaction product. (3) Given the reactants [CH3:1][C:2]1[NH:7][C:6](=[O:8])[C:5]([C:9]#[N:10])=[C:4]([CH:11]([CH3:13])[CH3:12])[CH:3]=1.[ClH:14].N#N, predict the reaction product. The product is: [ClH:14].[NH2:10][CH2:9][C:5]1[C:6](=[O:8])[NH:7][C:2]([CH3:1])=[CH:3][C:4]=1[CH:11]([CH3:12])[CH3:13]. (4) Given the reactants [Br:1][C:2]1[CH:7]=[C:6]([CH2:8][C:9]([C:11]2[CH:16]=[CH:15][C:14]([F:17])=[C:13]([F:18])[CH:12]=2)=O)[CH:5]=[CH:4][N:3]=1.[NH2:19][C:20]1[CH:25]=[CH:24][CH:23]=[CH:22][N:21]=1, predict the reaction product. The product is: [Br:1][C:2]1[CH:7]=[C:6]([C:8]2[N:21]3[CH:22]=[CH:23][CH:24]=[CH:25][C:20]3=[N:19][C:9]=2[C:11]2[CH:16]=[CH:15][C:14]([F:17])=[C:13]([F:18])[CH:12]=2)[CH:5]=[CH:4][N:3]=1. (5) Given the reactants [Br:1][C:2]1[C:10]2[O:11][CH2:12][CH2:13][C:9]=2[C:8]2[C:7]([CH2:14][C:15]([NH2:17])=[O:16])=[CH:6][CH2:5][C:4]=2[C:3]=1[Br:18].[H][H], predict the reaction product. The product is: [Br:1][C:2]1[C:10]2[O:11][CH2:12][CH2:13][C:9]=2[C:8]2[C@H:7]([CH2:14][C:15]([NH2:17])=[O:16])[CH2:6][CH2:5][C:4]=2[C:3]=1[Br:18].